From a dataset of Catalyst prediction with 721,799 reactions and 888 catalyst types from USPTO. Predict which catalyst facilitates the given reaction. (1) Reactant: Cl.Cl.[NH:3]1[C:11]2[C:6](=[CH:7][C:8]([C:12]3[C:20]4[C:15](=[N:16][CH:17]=[N:18][C:19]=4[NH2:21])[N:14]([CH3:22])[N:13]=3)=[CH:9][CH:10]=2)[CH2:5][CH2:4]1.[F:23][C:24]1[C:29]([CH3:30])=[CH:28][CH:27]=[CH:26][C:25]=1[CH2:31][C:32](O)=[O:33].CN(C(ON1N=NC2C=CC=NC1=2)=[N+](C)C)C.F[P-](F)(F)(F)(F)F.CCN(C(C)C)C(C)C. Product: [F:23][C:24]1[C:29]([CH3:30])=[CH:28][CH:27]=[CH:26][C:25]=1[CH2:31][C:32]([N:3]1[C:11]2[C:6](=[CH:7][C:8]([C:12]3[C:20]4[C:15](=[N:16][CH:17]=[N:18][C:19]=4[NH2:21])[N:14]([CH3:22])[N:13]=3)=[CH:9][CH:10]=2)[CH2:5][CH2:4]1)=[O:33]. The catalyst class is: 18. (2) Reactant: Br[C:2]1[CH:3]=[CH:4][C:5]([F:13])=[C:6]([CH:8]2[O:12]CCO2)[CH:7]=1.[Mg].CON(C)[C:18](=[O:23])[C:19]([F:22])([F:21])[F:20].Cl. Product: [F:13][C:5]1[CH:4]=[CH:3][C:2]([C:18](=[O:23])[C:19]([F:22])([F:21])[F:20])=[CH:7][C:6]=1[CH:8]=[O:12]. The catalyst class is: 7.